Dataset: TCR-epitope binding with 47,182 pairs between 192 epitopes and 23,139 TCRs. Task: Binary Classification. Given a T-cell receptor sequence (or CDR3 region) and an epitope sequence, predict whether binding occurs between them. (1) The epitope is MPASWVMRI. The TCR CDR3 sequence is CASSQDIGGGKNIQYF. Result: 1 (the TCR binds to the epitope). (2) The epitope is ATDALMTGY. The TCR CDR3 sequence is CAISAGQGSYEQYF. Result: 0 (the TCR does not bind to the epitope). (3) The epitope is VLWAHGFEL. The TCR CDR3 sequence is CASSLGGELFF. Result: 1 (the TCR binds to the epitope). (4) The epitope is FLLNKEMYL. The TCR CDR3 sequence is CASSQEGRVNYGYTF. Result: 0 (the TCR does not bind to the epitope). (5) The epitope is FSKQLQQSM. The TCR CDR3 sequence is CASSLDIPSYNEQFF. Result: 0 (the TCR does not bind to the epitope). (6) The epitope is KLPDDFTGCV. The TCR CDR3 sequence is CASSQLDSFPEPGELFF. Result: 1 (the TCR binds to the epitope). (7) The epitope is KPLEFGATSAAL. The TCR CDR3 sequence is CASSSPSGRTYNEQFF. Result: 1 (the TCR binds to the epitope).